Dataset: hERG potassium channel inhibition data for cardiac toxicity prediction from Karim et al.. Task: Regression/Classification. Given a drug SMILES string, predict its toxicity properties. Task type varies by dataset: regression for continuous values (e.g., LD50, hERG inhibition percentage) or binary classification for toxic/non-toxic outcomes (e.g., AMES mutagenicity, cardiotoxicity, hepatotoxicity). Dataset: herg_karim. (1) The molecule is Cn1c(SCCCN2CC[C@]3(C[C@@H]3c3ccc(C(F)(F)F)cc3)C2)nnc1-c1cnccn1. The result is 1 (blocker). (2) The result is 0 (non-blocker). The drug is Cc1cnc(N2CCC(C3CCN(c4cc(C)nc(C#N)n4)CC3)CC2)cn1. (3) The compound is COc1ccc2c(=O)n(CC(O)CO)c(C#N)c(-c3cccc(F)c3)c2c1. The result is 0 (non-blocker). (4) The molecule is CN1CCN(CCCCn2c(O)cn(N=Cc3ccc(-c4ccc(Cl)cc4)o3)c2=O)CC1. The result is 1 (blocker). (5) The drug is O=C1NCCN1CCN1CCC(c2cn(-c3ccc(F)cc3)c3ccc(Cl)cc23)CC1. The result is 1 (blocker).